This data is from TCR-epitope binding with 47,182 pairs between 192 epitopes and 23,139 TCRs. The task is: Binary Classification. Given a T-cell receptor sequence (or CDR3 region) and an epitope sequence, predict whether binding occurs between them. (1) The epitope is NYSGVVTTVMF. The TCR CDR3 sequence is CASSFGGIEQFF. Result: 1 (the TCR binds to the epitope). (2) The epitope is GLIYNRMGAVTTEV. The TCR CDR3 sequence is CASSWGQGDLDTQYF. Result: 0 (the TCR does not bind to the epitope). (3) The epitope is FVDGVPFVV. The TCR CDR3 sequence is CASSSIGLAGSYEQYF. Result: 0 (the TCR does not bind to the epitope). (4) The epitope is VVYRGTTTY. The TCR CDR3 sequence is CASSQDVGGADIQYF. Result: 0 (the TCR does not bind to the epitope). (5) Result: 1 (the TCR binds to the epitope). The TCR CDR3 sequence is CASSRAVSGNTIYF. The epitope is KLSALGINAV.